This data is from Full USPTO retrosynthesis dataset with 1.9M reactions from patents (1976-2016). The task is: Predict the reactants needed to synthesize the given product. (1) Given the product [CH3:15][O:14][C:11]1[CH:12]=[CH:13][C:8]([C:5]2[S:6][CH:7]=[C:3]([CH2:2][N:16]3[CH:20]=[CH:19][N:18]=[CH:17]3)[N:4]=2)=[CH:9][CH:10]=1, predict the reactants needed to synthesize it. The reactants are: Cl[CH2:2][C:3]1[N:4]=[C:5]([C:8]2[CH:13]=[CH:12][C:11]([O:14][CH3:15])=[CH:10][CH:9]=2)[S:6][CH:7]=1.[NH:16]1[CH:20]=[CH:19][N:18]=[CH:17]1.[I-].[K+].[OH-].[Na+]. (2) Given the product [S:8]1[C:12]2[CH:13]=[CH:14][CH:15]=[CH:16][C:11]=2[N:10]=[C:9]1[S:17]([N:20]1[CH2:25][CH2:24][N:23]([C:54](=[O:55])[CH2:53][N:50]2[CH:49]=[N:48][C:47]3[C:46](=[O:57])[NH:45][C:44]([NH:43][C:41]([O:40][CH:27]([C:34]4[CH:39]=[CH:38][CH:37]=[CH:36][CH:35]=4)[C:28]4[CH:33]=[CH:32][CH:31]=[CH:30][CH:29]=4)=[O:42])=[N:52][C:51]2=3)[CH2:22][C:21]1=[O:26])(=[O:19])=[O:18], predict the reactants needed to synthesize it. The reactants are: FC(F)(F)C(O)=O.[S:8]1[C:12]2[CH:13]=[CH:14][CH:15]=[CH:16][C:11]=2[N:10]=[C:9]1[S:17]([N:20]1[CH2:25][CH2:24][NH:23][CH2:22][C:21]1=[O:26])(=[O:19])=[O:18].[CH:27]([O:40][C:41]([NH:43][C:44]1[NH:45][C:46](=[O:57])[C:47]2[N:48]=[CH:49][N:50]([CH2:53][C:54](O)=[O:55])[C:51]=2[N:52]=1)=[O:42])([C:34]1[CH:39]=[CH:38][CH:37]=[CH:36][CH:35]=1)[C:28]1[CH:33]=[CH:32][CH:31]=[CH:30][CH:29]=1. (3) The reactants are: [Cl:1][C:2]1[CH:9]=[C:8]([OH:10])[CH:7]=[CH:6][C:3]=1[C:4]#[N:5].Br[C:12]1[N:17]=[C:16]([CH3:18])[C:15]([CH:19]=[O:20])=[CH:14][CH:13]=1.C([O-])([O-])=O.[K+].[K+]. Given the product [Cl:1][C:2]1[CH:9]=[C:8]([O:10][C:12]2[CH:13]=[CH:14][C:15]([CH:19]=[O:20])=[C:16]([CH3:18])[N:17]=2)[CH:7]=[CH:6][C:3]=1[C:4]#[N:5], predict the reactants needed to synthesize it. (4) Given the product [Cl:1][C:2]1[C:11]2[C:6](=[CH:7][C:8]([O:14][CH2:16][CH2:17][CH2:18][N:19]3[CH2:24][CH2:23][O:22][CH2:21][CH2:20]3)=[C:9]([O:12][CH3:13])[CH:10]=2)[N:5]=[CH:4][CH:3]=1, predict the reactants needed to synthesize it. The reactants are: [Cl:1][C:2]1[C:11]2[C:6](=[CH:7][C:8]([OH:14])=[C:9]([O:12][CH3:13])[CH:10]=2)[N:5]=[CH:4][CH:3]=1.O[CH2:16][CH2:17][CH2:18][N:19]1[CH2:24][CH2:23][O:22][CH2:21][CH2:20]1.N(C(OCC)=O)=NC(OCC)=O.C1(P(C2C=CC=CC=2)C2C=CC=CC=2)C=CC=CC=1. (5) The reactants are: [CH3:1][CH:2]1[N:7](C(OC(C)(C)C)=O)[CH2:6][C:5]2[C:15]([C:18]3[S:19][CH:20]=[CH:21][CH:22]=3)=[N:16][NH:17][C:4]=2[CH2:3]1.C(OCC)(=O)C. Given the product [CH3:1][CH:2]1[NH:7][CH2:6][C:5]2[C:15]([C:18]3[S:19][CH:20]=[CH:21][CH:22]=3)=[N:16][NH:17][C:4]=2[CH2:3]1, predict the reactants needed to synthesize it. (6) Given the product [OH:22][CH:20]([CH3:21])[CH2:19][N:18]1[C:14]([C:8]2[S:9][C:10]3[CH2:11][CH2:12][O:13][C:4]4[CH:3]=[C:2]([C:31]5[CH:30]=[N:29][N:28]([CH2:27][C:26]([CH3:42])([OH:43])[CH3:25])[CH:32]=5)[CH:24]=[CH:23][C:5]=4[C:6]=3[N:7]=2)=[N:15][CH:16]=[N:17]1, predict the reactants needed to synthesize it. The reactants are: Br[C:2]1[CH:24]=[CH:23][C:5]2[C:6]3[N:7]=[C:8]([C:14]4[N:18]([CH2:19][CH:20]([OH:22])[CH3:21])[N:17]=[CH:16][N:15]=4)[S:9][C:10]=3[CH2:11][CH2:12][O:13][C:4]=2[CH:3]=1.[CH3:25][C:26]([OH:43])([CH3:42])[CH2:27][N:28]1[CH:32]=[C:31](B2OC(C)(C)C(C)(C)O2)[CH:30]=[N:29]1. (7) The reactants are: [C:1]([NH:4][C:5]1[S:6][CH:7]=[C:8]([C:10]2[CH:15]=[CH:14][C:13]([S:16]([O-:18])=[O:17])=[CH:12][CH:11]=2)[N:9]=1)(=[O:3])[CH3:2].[Na+].Br[CH2:21][CH2:22][OH:23].O.CCOC(C)=O. Given the product [OH:23][CH2:22][CH2:21][S:16]([C:13]1[CH:12]=[CH:11][C:10]([C:8]2[N:9]=[C:5]([NH:4][C:1](=[O:3])[CH3:2])[S:6][CH:7]=2)=[CH:15][CH:14]=1)(=[O:18])=[O:17], predict the reactants needed to synthesize it. (8) Given the product [C:1]([NH:5][C:6]([C:8]1[C:16]2[C:11](=[N:12][CH:13]=[C:14]([C:17]3[C:25]4[CH2:24][CH2:23][CH2:22][CH2:21][C:20]=4[N:19]([CH3:26])[N:18]=3)[N:15]=2)[NH:10][CH:9]=1)=[O:7])([CH3:4])([CH3:3])[CH3:2], predict the reactants needed to synthesize it. The reactants are: [C:1]([NH:5][C:6]([C:8]1[C:16]2[C:11](=[N:12][CH:13]=[C:14]([C:17]3[C:25]4[CH2:24][CH2:23][CH2:22][CH2:21][C:20]=4[N:19]([CH3:26])[N:18]=3)[N:15]=2)[N:10](COCC[Si](C)(C)C)[CH:9]=1)=[O:7])([CH3:4])([CH3:3])[CH3:2].C(O)(C(F)(F)F)=O.C1CCCCC1. (9) Given the product [Cl:1][C:2]1[CH:7]=[C:6]([N+:8]([O-:10])=[O:9])[CH:5]=[CH:4][C:3]=1[O:24][C:19]1[C:18]2[C:23](=[C:14]([C:13]([F:26])([F:12])[F:25])[CH:15]=[CH:16][CH:17]=2)[N:22]=[CH:21][CH:20]=1, predict the reactants needed to synthesize it. The reactants are: [Cl:1][C:2]1[CH:7]=[C:6]([N+:8]([O-:10])=[O:9])[CH:5]=[CH:4][C:3]=1F.[F:12][C:13]([F:26])([F:25])[C:14]1[CH:15]=[CH:16][CH:17]=[C:18]2[C:23]=1[N:22]=[CH:21][CH:20]=[C:19]2[OH:24].C(=O)([O-])[O-].[K+].[K+]. (10) Given the product [C:55]([O:59][C:60]([N:62]1[CH2:70][C:69]2[C:64](=[CH:65][CH:66]=[CH:67][CH:68]=2)[CH:63]1[C:36](=[O:37])[NH:35][CH2:34][C:33]([C:30]1[CH:31]=[CH:32][C:27]([C:24]2[CH:23]=[CH:22][C:21]([C:19]3[N:20]=[C:16]([CH:12]4[CH2:13][CH2:14][CH2:15][N:11]4[C:9](=[O:10])[CH:5]([NH:4][C:3]([O:2][CH3:1])=[O:44])[CH:6]([CH3:8])[CH3:7])[NH:17][CH:18]=3)=[CH:26][CH:25]=2)=[CH:28][CH:29]=1)=[O:43])=[O:61])([CH3:57])([CH3:58])[CH3:56], predict the reactants needed to synthesize it. The reactants are: [CH3:1][O:2][C:3](=[O:44])[NH:4][CH:5]([C:9]([N:11]1[CH2:15][CH2:14][CH2:13][CH:12]1[C:16]1[NH:17][CH:18]=[C:19]([C:21]2[CH:26]=[CH:25][C:24]([C:27]3[CH:32]=[CH:31][C:30]([C:33](=[O:43])[CH2:34][NH:35][C:36](OC(C)(C)C)=[O:37])=[CH:29][CH:28]=3)=[CH:23][CH:22]=2)[N:20]=1)=[O:10])[CH:6]([CH3:8])[CH3:7].Cl.CCN(C(C)C)C(C)C.[C:55]([O:59][C:60]([N:62]1[CH2:70][C:69]2[C:64](=[CH:65][CH:66]=[CH:67][CH:68]=2)[CH:63]1C(O)=O)=[O:61])([CH3:58])([CH3:57])[CH3:56].CN(C(ON1N=NC2C=CC=NC1=2)=[N+](C)C)C.F[P-](F)(F)(F)(F)F.